This data is from NCI-60 drug combinations with 297,098 pairs across 59 cell lines. The task is: Regression. Given two drug SMILES strings and cell line genomic features, predict the synergy score measuring deviation from expected non-interaction effect. (1) Drug 1: C1=CC(=CC=C1CCC2=CNC3=C2C(=O)NC(=N3)N)C(=O)NC(CCC(=O)O)C(=O)O. Drug 2: COCCOC1=C(C=C2C(=C1)C(=NC=N2)NC3=CC=CC(=C3)C#C)OCCOC.Cl. Cell line: PC-3. Synergy scores: CSS=39.2, Synergy_ZIP=3.92, Synergy_Bliss=1.35, Synergy_Loewe=-14.8, Synergy_HSA=2.36. (2) Drug 1: C1=NC2=C(N1)C(=S)N=C(N2)N. Drug 2: C(CC(=O)O)C(=O)CN.Cl. Cell line: SK-MEL-5. Synergy scores: CSS=31.2, Synergy_ZIP=-6.62, Synergy_Bliss=-7.29, Synergy_Loewe=-10.9, Synergy_HSA=-6.46. (3) Drug 1: CC12CCC3C(C1CCC2O)C(CC4=C3C=CC(=C4)O)CCCCCCCCCS(=O)CCCC(C(F)(F)F)(F)F. Drug 2: CC1C(C(CC(O1)OC2CC(CC3=C2C(=C4C(=C3O)C(=O)C5=C(C4=O)C(=CC=C5)OC)O)(C(=O)CO)O)N)O.Cl. Cell line: NCI-H522. Synergy scores: CSS=50.7, Synergy_ZIP=2.55, Synergy_Bliss=0.874, Synergy_Loewe=-4.69, Synergy_HSA=0.985. (4) Drug 1: CN1C2=C(C=C(C=C2)N(CCCl)CCCl)N=C1CCCC(=O)O.Cl. Drug 2: CN(CC1=CN=C2C(=N1)C(=NC(=N2)N)N)C3=CC=C(C=C3)C(=O)NC(CCC(=O)O)C(=O)O. Cell line: CAKI-1. Synergy scores: CSS=32.4, Synergy_ZIP=-0.113, Synergy_Bliss=-2.38, Synergy_Loewe=-50.1, Synergy_HSA=-4.05. (5) Drug 1: C1=CC(=CC=C1C#N)C(C2=CC=C(C=C2)C#N)N3C=NC=N3. Drug 2: CC1=C(C(CCC1)(C)C)C=CC(=CC=CC(=CC(=O)O)C)C. Cell line: SF-268. Synergy scores: CSS=0.961, Synergy_ZIP=-7.10, Synergy_Bliss=-16.1, Synergy_Loewe=-17.0, Synergy_HSA=-16.8. (6) Drug 1: CCCS(=O)(=O)NC1=C(C(=C(C=C1)F)C(=O)C2=CNC3=C2C=C(C=N3)C4=CC=C(C=C4)Cl)F. Drug 2: C1C(C(OC1N2C=NC3=C2NC=NCC3O)CO)O. Cell line: NCI-H522. Synergy scores: CSS=5.01, Synergy_ZIP=-1.14, Synergy_Bliss=2.46, Synergy_Loewe=1.94, Synergy_HSA=2.16. (7) Drug 1: CCC1(CC2CC(C3=C(CCN(C2)C1)C4=CC=CC=C4N3)(C5=C(C=C6C(=C5)C78CCN9C7C(C=CC9)(C(C(C8N6C)(C(=O)OC)O)OC(=O)C)CC)OC)C(=O)OC)O.OS(=O)(=O)O. Drug 2: CS(=O)(=O)OCCCCOS(=O)(=O)C. Cell line: HOP-92. Synergy scores: CSS=-4.88, Synergy_ZIP=2.43, Synergy_Bliss=2.52, Synergy_Loewe=-2.94, Synergy_HSA=-2.71. (8) Cell line: MALME-3M. Drug 1: CN(C)N=NC1=C(NC=N1)C(=O)N. Synergy scores: CSS=-1.01, Synergy_ZIP=1.34, Synergy_Bliss=0.736, Synergy_Loewe=-3.37, Synergy_HSA=-2.45. Drug 2: C1=NNC2=C1C(=O)NC=N2. (9) Drug 1: C1=C(C(=O)NC(=O)N1)N(CCCl)CCCl. Drug 2: CCN(CC)CCNC(=O)C1=C(NC(=C1C)C=C2C3=C(C=CC(=C3)F)NC2=O)C. Cell line: DU-145. Synergy scores: CSS=35.5, Synergy_ZIP=5.40, Synergy_Bliss=5.58, Synergy_Loewe=3.41, Synergy_HSA=3.64.